Predict the reaction yield, written as a fraction of the theoretical maximum amount of product (1.0 means a 100% yield; for example, 0.34 means a 34% yield). From a dataset of Reaction yield outcomes from USPTO patents with 853,638 reactions. (1) The reactants are C[O:2][C:3](=O)[C:4]1[CH:9]=[CH:8][C:7]([Br:10])=[CH:6][C:5]=1[CH2:11]Br.[NH3:14].CO. No catalyst specified. The product is [Br:10][C:7]1[CH:6]=[C:5]2[C:4](=[CH:9][CH:8]=1)[C:3](=[O:2])[NH:14][CH2:11]2. The yield is 0.720. (2) The catalyst is C(Cl)Cl. The product is [O:31]1[CH2:30][CH2:29][N:28]([C:11]2[O:12][C:13]3[C:8]([C:9](=[O:34])[CH:10]=2)=[CH:7][C:6]([C:4]([O:3][CH3:2])=[O:5])=[CH:15][C:14]=3[C@H:16]2[CH2:20][CH2:19][CH2:18][NH:17]2)[CH2:33][CH2:32]1. The yield is 0.880. The reactants are Cl.[CH3:2][O:3][C:4]([C:6]1[CH:7]=[C:8]2[C:13](=[C:14]([C@H:16]3[CH2:20][CH2:19][CH2:18][N:17]3C(OC(C)(C)C)=O)[CH:15]=1)[O:12][C:11]([N:28]1[CH2:33][CH2:32][O:31][CH2:30][CH2:29]1)=[CH:10][C:9]2=[O:34])=[O:5]. (3) The reactants are [N+]([O-])([O-])=O.[Ce+4].[NH4+].[N+]([O-])([O-])=O.[N+]([O-])([O-])=O.[N+]([O-])([O-])=O.[N+]([O-])([O-])=O.[CH2:23]([O:25][C:26](=[O:49])[C:27]1[CH:32]=[CH:31][C:30]([CH2:33][C:34]2[O:38][N:37]=[C:36]([CH2:39][O:40]C3C=CC(OC)=CC=3)[N:35]=2)=[CH:29][CH:28]=1)[CH3:24]. The catalyst is C(#N)C.O. The product is [CH2:23]([O:25][C:26](=[O:49])[C:27]1[CH:28]=[CH:29][C:30]([CH2:33][C:34]2[O:38][N:37]=[C:36]([CH2:39][OH:40])[N:35]=2)=[CH:31][CH:32]=1)[CH3:24]. The yield is 0.810.